From a dataset of NCI-60 drug combinations with 297,098 pairs across 59 cell lines. Regression. Given two drug SMILES strings and cell line genomic features, predict the synergy score measuring deviation from expected non-interaction effect. (1) Drug 1: C1=CN(C(=O)N=C1N)C2C(C(C(O2)CO)O)O.Cl. Drug 2: CC(C)CN1C=NC2=C1C3=CC=CC=C3N=C2N. Cell line: HOP-62. Synergy scores: CSS=65.8, Synergy_ZIP=6.39, Synergy_Bliss=5.56, Synergy_Loewe=3.64, Synergy_HSA=7.48. (2) Drug 1: CN1C2=C(C=C(C=C2)N(CCCl)CCCl)N=C1CCCC(=O)O.Cl. Drug 2: CC1C(C(CC(O1)OC2CC(CC3=C2C(=C4C(=C3O)C(=O)C5=CC=CC=C5C4=O)O)(C(=O)C)O)N)O. Cell line: KM12. Synergy scores: CSS=29.3, Synergy_ZIP=-3.16, Synergy_Bliss=-5.36, Synergy_Loewe=-8.03, Synergy_HSA=-3.44. (3) Drug 1: COC1=C(C=C2C(=C1)N=CN=C2NC3=CC(=C(C=C3)F)Cl)OCCCN4CCOCC4. Drug 2: C1C(C(OC1N2C=NC(=NC2=O)N)CO)O. Cell line: HL-60(TB). Synergy scores: CSS=52.7, Synergy_ZIP=6.01, Synergy_Bliss=8.41, Synergy_Loewe=10.7, Synergy_HSA=11.9. (4) Drug 1: CCN(CC)CCCC(C)NC1=C2C=C(C=CC2=NC3=C1C=CC(=C3)Cl)OC. Drug 2: C1CCC(C(C1)N)N.C(=O)(C(=O)[O-])[O-].[Pt+4]. Cell line: RXF 393. Synergy scores: CSS=22.1, Synergy_ZIP=-5.93, Synergy_Bliss=-1.60, Synergy_Loewe=1.19, Synergy_HSA=1.31. (5) Drug 1: CC1C(C(=O)NC(C(=O)N2CCCC2C(=O)N(CC(=O)N(C(C(=O)O1)C(C)C)C)C)C(C)C)NC(=O)C3=C4C(=C(C=C3)C)OC5=C(C(=O)C(=C(C5=N4)C(=O)NC6C(OC(=O)C(N(C(=O)CN(C(=O)C7CCCN7C(=O)C(NC6=O)C(C)C)C)C)C(C)C)C)N)C. Drug 2: C(CCl)NC(=O)N(CCCl)N=O. Cell line: OVCAR-8. Synergy scores: CSS=26.7, Synergy_ZIP=-9.68, Synergy_Bliss=-3.81, Synergy_Loewe=-51.6, Synergy_HSA=-2.50. (6) Drug 1: CC1=C(C=C(C=C1)NC2=NC=CC(=N2)N(C)C3=CC4=NN(C(=C4C=C3)C)C)S(=O)(=O)N.Cl. Drug 2: C1=CC=C(C(=C1)C(C2=CC=C(C=C2)Cl)C(Cl)Cl)Cl. Cell line: MDA-MB-231. Synergy scores: CSS=15.0, Synergy_ZIP=-2.13, Synergy_Bliss=4.76, Synergy_Loewe=3.78, Synergy_HSA=5.97. (7) Drug 1: CC=C1C(=O)NC(C(=O)OC2CC(=O)NC(C(=O)NC(CSSCCC=C2)C(=O)N1)C(C)C)C(C)C. Drug 2: C1=NC2=C(N1)C(=S)N=CN2. Cell line: OVCAR-4. Synergy scores: CSS=36.6, Synergy_ZIP=-1.44, Synergy_Bliss=-0.605, Synergy_Loewe=0.586, Synergy_HSA=0.249. (8) Drug 1: C1CCN(CC1)CCOC2=CC=C(C=C2)C(=O)C3=C(SC4=C3C=CC(=C4)O)C5=CC=C(C=C5)O. Drug 2: B(C(CC(C)C)NC(=O)C(CC1=CC=CC=C1)NC(=O)C2=NC=CN=C2)(O)O. Cell line: SR. Synergy scores: CSS=30.2, Synergy_ZIP=8.31, Synergy_Bliss=-3.15, Synergy_Loewe=-80.5, Synergy_HSA=-5.53. (9) Drug 1: C1CCN(CC1)CCOC2=CC=C(C=C2)C(=O)C3=C(SC4=C3C=CC(=C4)O)C5=CC=C(C=C5)O. Drug 2: C1=CC(=CC=C1CCCC(=O)O)N(CCCl)CCCl. Cell line: SN12C. Synergy scores: CSS=46.6, Synergy_ZIP=-1.38, Synergy_Bliss=-1.51, Synergy_Loewe=2.04, Synergy_HSA=1.99. (10) Drug 1: C1CN1P(=S)(N2CC2)N3CC3. Drug 2: CC1CCC2CC(C(=CC=CC=CC(CC(C(=O)C(C(C(=CC(C(=O)CC(OC(=O)C3CCCCN3C(=O)C(=O)C1(O2)O)C(C)CC4CCC(C(C4)OC)OCCO)C)C)O)OC)C)C)C)OC. Cell line: SNB-19. Synergy scores: CSS=8.90, Synergy_ZIP=-1.75, Synergy_Bliss=3.88, Synergy_Loewe=0.244, Synergy_HSA=1.48.